This data is from Catalyst prediction with 721,799 reactions and 888 catalyst types from USPTO. The task is: Predict which catalyst facilitates the given reaction. (1) Reactant: [Cl:1][C:2]1[CH:3]=[CH:4][C:5]2[N:6]([CH:8]=[C:9]([C:11]3[CH:12]=[CH:13][C:14]([CH2:18][CH3:19])=[C:15]([CH:17]=3)[NH2:16])[N:10]=2)[N:7]=1.C(#N)C.N1C=CC=CC=1.[CH3:29][C:30]([CH3:35])([CH3:34])[C:31](Cl)=[O:32]. Product: [Cl:1][C:2]1[CH:3]=[CH:4][C:5]2[N:6]([CH:8]=[C:9]([C:11]3[CH:12]=[CH:13][C:14]([CH2:18][CH3:19])=[C:15]([NH:16][C:31](=[O:32])[C:30]([CH3:35])([CH3:34])[CH3:29])[CH:17]=3)[N:10]=2)[N:7]=1. The catalyst class is: 6. (2) Reactant: [F:1][C:2]1[CH:7]=[CH:6][CH:5]=[CH:4][N:3]=1.C([N-]C(C)C)(C)C.[Li+].[F:16][C:17]1[CH:24]=[CH:23][C:20]([CH:21]=[O:22])=[CH:19][CH:18]=1. Product: [F:16][C:17]1[CH:24]=[CH:23][C:20]([CH:21]([C:7]2[C:2]([F:1])=[N:3][CH:4]=[CH:5][CH:6]=2)[OH:22])=[CH:19][CH:18]=1. The catalyst class is: 1.